The task is: Predict which catalyst facilitates the given reaction.. This data is from Catalyst prediction with 721,799 reactions and 888 catalyst types from USPTO. (1) Product: [CH3:1][C@@H:2]1[CH2:3][CH2:4][C@H:5]([O:8][C:9]2[C:10]([C:31]([F:34])([F:32])[F:33])=[C:11]3[C:16](=[CH:17][CH:18]=2)[C:15]([CH2:19][N:20]2[CH2:25][CH2:24][CH:23]([C:26]([OH:28])=[O:27])[CH2:22][CH2:21]2)=[CH:14][CH:13]=[CH:12]3)[CH2:6][CH2:7]1. The catalyst class is: 5. Reactant: [CH3:1][C@@H:2]1[CH2:7][CH2:6][C@H:5]([O:8][C:9]2[C:10]([C:31]([F:34])([F:33])[F:32])=[C:11]3[C:16](=[CH:17][CH:18]=2)[C:15]([CH2:19][N:20]2[CH2:25][CH2:24][CH:23]([C:26]([O:28]CC)=[O:27])[CH2:22][CH2:21]2)=[CH:14][CH:13]=[CH:12]3)[CH2:4][CH2:3]1.[OH-].[Na+].O.Cl. (2) Reactant: [NH2:1][C:2]1[C:3]([CH3:13])=[C:4]([CH:9]=[C:10]([Cl:12])[CH:11]=1)[C:5]([O:7][CH3:8])=[O:6].[C:14]1(=O)[CH2:19][CH2:18][CH2:17][CH2:16][CH2:15]1.C(O)(=O)C.C([BH3-])#N.[Na+]. Product: [Cl:12][C:10]1[CH:11]=[C:2]([NH:1][CH:14]2[CH2:19][CH2:18][CH2:17][CH2:16][CH2:15]2)[C:3]([CH3:13])=[C:4]([CH:9]=1)[C:5]([O:7][CH3:8])=[O:6]. The catalyst class is: 5. (3) Reactant: [NH:1]1[C:9]2[C:4](=[CH:5][CH:6]=[CH:7][CH:8]=2)[CH2:3][C:2]1=[O:10].[CH2:11]([N:13]([CH2:28][CH3:29])[CH2:14][CH2:15][O:16][C:17]1[CH:18]=[C:19]2[C:23](=[CH:24][CH:25]=1)[NH:22][C:21]([CH:26]=O)=[CH:20]2)[CH3:12].N1CCCCC1. Product: [CH2:28]([N:13]([CH2:11][CH3:12])[CH2:14][CH2:15][O:16][C:17]1[CH:18]=[C:19]2[C:23](=[CH:24][CH:25]=1)[NH:22][C:21]([CH:26]=[C:3]1[C:4]3[C:9](=[CH:8][CH:7]=[CH:6][CH:5]=3)[NH:1][C:2]1=[O:10])=[CH:20]2)[CH3:29]. The catalyst class is: 8. (4) Reactant: [N:1]1([CH2:7][CH2:8][N:9]2[C:13](=[O:14])[C:12]34[CH2:30][NH:29][CH2:28][C@H:15]3[CH2:16][C@@H:17]([C:18]3[C:27]5[C:22](=[CH:23][CH:24]=[CH:25][CH:26]=5)[N:21]=[CH:20][CH:19]=3)[N:11]4[C:10]2=[O:31])[CH2:6][CH2:5][O:4][CH2:3][CH2:2]1.[C:32](O[BH-](OC(=O)C)OC(=O)C)(=O)C.[Na+].C(O)(=O)C.C[O:51][C:52]1[CH:53]=[C:54]([CH:57]=[CH:58][C:59]=1[OH:60])[CH:55]=O. Product: [OH:51][C:52]1[CH:53]=[C:54]([CH:57]=[CH:58][C:59]=1[O:60][CH3:32])[CH2:55][N:29]1[CH2:28][C@@H:15]2[C:12]3([C:13](=[O:14])[N:9]([CH2:8][CH2:7][N:1]4[CH2:2][CH2:3][O:4][CH2:5][CH2:6]4)[C:10](=[O:31])[N:11]3[C@H:17]([C:18]3[C:27]4[C:22](=[CH:23][CH:24]=[CH:25][CH:26]=4)[N:21]=[CH:20][CH:19]=3)[CH2:16]2)[CH2:30]1. The catalyst class is: 2. (5) Reactant: [CH2:1]([CH:3]([CH2:19][CH3:20])[CH:4]([C:6]1[N:10]([CH2:11][C:12]2[CH:17]=[CH:16][C:15]([F:18])=[CH:14][CH:13]=2)[N:9]=[CH:8][N:7]=1)[OH:5])[CH3:2].[CH3:21][S:22](Cl)(=[O:24])=[O:23]. Product: [CH3:21][S:22]([O:5][CH:4]([C:6]1[N:10]([CH2:11][C:12]2[CH:13]=[CH:14][C:15]([F:18])=[CH:16][CH:17]=2)[N:9]=[CH:8][N:7]=1)[CH:3]([CH2:1][CH3:2])[CH2:19][CH3:20])(=[O:24])=[O:23]. The catalyst class is: 228. (6) Reactant: [Cl:1][C:2]1[CH:18]=[CH:17][C:5]2[CH2:6][CH2:7][N:8]([C:11](=[O:16])[C:12]([F:15])([F:14])[F:13])[CH2:9][CH2:10][C:4]=2[C:3]=1OS(C(F)(F)F)(=O)=O.[NH2:27][C@H:28]1[C:36]2[C:31](=[CH:32][CH:33]=[CH:34][CH:35]=2)[CH2:30][CH2:29]1. Product: [Cl:1][C:2]1[CH:18]=[CH:17][C:5]2[CH2:6][CH2:7][N:8]([C:11](=[O:16])[C:12]([F:15])([F:14])[F:13])[CH2:9][CH2:10][C:4]=2[C:3]=1[NH:27][CH:28]1[C:36]2[C:31](=[CH:32][CH:33]=[CH:34][CH:35]=2)[CH2:30][CH2:29]1. The catalyst class is: 11.